Dataset: Full USPTO retrosynthesis dataset with 1.9M reactions from patents (1976-2016). Task: Predict the reactants needed to synthesize the given product. (1) Given the product [CH2:19]([C:7]1[CH:16]=[CH:15][C:10]([C:11]([O:13][CH3:14])=[O:12])=[CH:9][CH:8]=1)[CH:18]=[CH2:17], predict the reactants needed to synthesize it. The reactants are: [Cu]C#N.[Cl-].[Li+].I[C:7]1[CH:16]=[CH:15][C:10]([C:11]([O:13][CH3:14])=[O:12])=[CH:9][CH:8]=1.[CH2:17](Br)[CH:18]=[CH2:19]. (2) Given the product [C:2]([O-:21])(=[O:20])[CH2:3][CH2:4][CH2:5][CH2:6][CH2:7][CH2:8][CH2:9][CH2:10][CH2:11][CH2:12][CH2:13][CH2:14][CH2:15][CH2:16][CH2:17][CH2:18][CH3:19].[Zn+2:1].[C:2]([O-:21])(=[O:20])[CH2:3][CH2:4][CH2:5][CH2:6][CH2:7][CH2:8][CH2:9][CH2:10][CH2:11][CH2:12][CH2:13][CH2:14][CH2:15][CH2:16][CH2:17][CH2:18][CH3:19], predict the reactants needed to synthesize it. The reactants are: [Zn:1].[C:2]([O-:21])(=[O:20])[CH2:3][CH2:4][CH2:5][CH2:6][CH2:7][CH2:8][CH2:9][CH2:10][CH2:11][CH2:12][CH2:13][CH2:14][CH2:15][CH2:16][CH2:17][CH2:18][CH3:19].